Dataset: Reaction yield outcomes from USPTO patents with 853,638 reactions. Task: Predict the reaction yield, written as a fraction of the theoretical maximum amount of product (1.0 means a 100% yield; for example, 0.34 means a 34% yield). The reactants are [F:1][C:2]1[CH:10]=[CH:9][CH:8]=[C:7]2[C:3]=1[C:4](I)=[N:5][N:6]2C(OC(C)(C)C)=O.[F:19][C:20]1[CH:25]=[C:24]([C:26]([O:28][CH3:29])=[O:27])[CH:23]=[CH:22][C:21]=1B(O)O.C(=O)([O-])[O-].[Na+].[Na+]. The catalyst is O1CCOCC1.O.C1C=CC([P]([Pd]([P](C2C=CC=CC=2)(C2C=CC=CC=2)C2C=CC=CC=2)([P](C2C=CC=CC=2)(C2C=CC=CC=2)C2C=CC=CC=2)[P](C2C=CC=CC=2)(C2C=CC=CC=2)C2C=CC=CC=2)(C2C=CC=CC=2)C2C=CC=CC=2)=CC=1. The product is [F:19][C:20]1[CH:25]=[C:24]([CH:23]=[CH:22][C:21]=1[C:4]1[C:3]2[C:7](=[CH:8][CH:9]=[CH:10][C:2]=2[F:1])[NH:6][N:5]=1)[C:26]([O:28][CH3:29])=[O:27]. The yield is 0.350.